The task is: Predict the reaction yield, written as a fraction of the theoretical maximum amount of product (1.0 means a 100% yield; for example, 0.34 means a 34% yield).. This data is from Reaction yield outcomes from USPTO patents with 853,638 reactions. The reactants are Cl[S:2]([C:5]1[CH:17]=[CH:16][CH:15]=[CH:14][C:6]=1[O:7][CH2:8][C:9]([O:11][CH2:12][CH3:13])=[O:10])(=[O:4])=[O:3].Cl.[CH3:19][NH:20][CH3:21]. The catalyst is N1C=CC=CC=1. The product is [CH3:19][N:20]([CH3:21])[S:2]([C:5]1[CH:17]=[CH:16][CH:15]=[CH:14][C:6]=1[O:7][CH2:8][C:9]([O:11][CH2:12][CH3:13])=[O:10])(=[O:4])=[O:3]. The yield is 0.810.